The task is: Binary Classification. Given a miRNA mature sequence and a target amino acid sequence, predict their likelihood of interaction.. This data is from Experimentally validated miRNA-target interactions with 360,000+ pairs, plus equal number of negative samples. (1) The miRNA is hsa-miR-4645-3p with sequence AGACAGUAGUUCUUGCCUGGUU. The protein sequence of the target gene is MKVTVCFGRTGIVVPCKDGQLRVRELTQQALQRYLKTRDQDPGYWVKIHHLEYTDGGILDPDDVLADVVEDKDKLIAVFDEQEPLQKTESPGGNPADRQSPDAFETEVAAQLAAFKPVGGEIVVTPSALKLGTPLLVRRSSDPAPGPHADAQPSTASLSGQSLKPVVLDSTQNVENKEAMNGEQAGLLSLHRPKDELSDMTRAVEISGEGDPLGIHVVPFFSSLSGRILGLFIRGIEENSRCKQEGLFQENECIVKINNVELLDKTFAQAQDVFRQAMKSPSVILHVLLPQNREQYEKSV.... Result: 0 (no interaction). (2) The miRNA is mmu-miR-1197-3p with sequence UAGGACACAUGGUCUACUUCU. The protein sequence of the target gene is MSSGNAKIGHPAPNFKATAVMPDGQFKDISLSDYKGKYVVFFFYPLDFTFVCPTEIIAFSDRAEEFKKLNCQVIGASVDSHFCHLAWVNTPKKQGGLGPMNIPLVSDPKRTIAQDYGVLKADEGISFRGLFIIDDKGILRQITVNDLPVGRSVDETLRLVQAFQFTDKHGEVCPAGWKPGSDTIKPDVQKSKEYFSKQK. Result: 0 (no interaction).